The task is: Predict the product of the given reaction.. This data is from Forward reaction prediction with 1.9M reactions from USPTO patents (1976-2016). (1) Given the reactants [C:1]([Si:5]([CH3:11])([CH3:10])[O:6][CH2:7][C:8]#[CH:9])([CH3:4])([CH3:3])[CH3:2].[Li+].CCC[CH2-].CON(C)[C:20](=[O:27])[C:21]1[CH:26]=[CH:25][CH:24]=[CH:23][CH:22]=1.Cl, predict the reaction product. The product is: [Si:5]([O:6][CH2:7][C:8]#[C:9][C:20]([C:21]1[CH:26]=[CH:25][CH:24]=[CH:23][CH:22]=1)=[O:27])([C:1]([CH3:3])([CH3:4])[CH3:2])([CH3:10])[CH3:11]. (2) Given the reactants O.O.[Sn](Cl)Cl.[N+:6]([C:9]1[CH:14]=[CH:13][C:12]([C:15]2[NH:19][C:18](=[O:20])[O:17][N:16]=2)=[CH:11][CH:10]=1)([O-])=O.C(=O)(O)[O-].[Na+], predict the reaction product. The product is: [NH2:6][C:9]1[CH:10]=[CH:11][C:12]([C:15]2[NH:19][C:18](=[O:20])[O:17][N:16]=2)=[CH:13][CH:14]=1. (3) Given the reactants [C:1]([C:5]1[CH:20]=[CH:19][C:8]([C:9]([NH:11][C:12]2[C:13]([NH2:18])=[CH:14][CH:15]=[CH:16][CH:17]=2)=[O:10])=[CH:7][CH:6]=1)([CH3:4])([CH3:3])[CH3:2].[NH:21]1[C:29]2[C:24](=[CH:25][CH:26]=[C:27]([C:30](O)=[O:31])[CH:28]=2)[CH:23]=[N:22]1.C(Cl)CCl, predict the reaction product. The product is: [C:1]([C:5]1[CH:20]=[CH:19][C:8]([C:9]([NH:11][C:12]2[C:13]([NH:18][C:30]([C:27]3[CH:28]=[C:29]4[C:24]([CH:23]=[N:22][NH:21]4)=[CH:25][CH:26]=3)=[O:31])=[CH:14][CH:15]=[CH:16][CH:17]=2)=[O:10])=[CH:7][CH:6]=1)([CH3:4])([CH3:2])[CH3:3].